Dataset: Catalyst prediction with 721,799 reactions and 888 catalyst types from USPTO. Task: Predict which catalyst facilitates the given reaction. Reactant: C(OC([N:8]1[CH2:14][CH2:13][CH2:12][N:11]([C:15]2[O:16][C:17]([CH3:20])=[N:18][N:19]=2)[CH2:10][CH2:9]1)=O)(C)(C)C.C(O)(C(F)(F)F)=O. Product: [CH3:20][C:17]1[O:16][C:15]([N:11]2[CH2:12][CH2:13][CH2:14][NH:8][CH2:9][CH2:10]2)=[N:19][N:18]=1. The catalyst class is: 2.